This data is from Catalyst prediction with 721,799 reactions and 888 catalyst types from USPTO. The task is: Predict which catalyst facilitates the given reaction. (1) Product: [Br:1][C:2]1[CH:3]=[C:4]([CH:11]=[C:12]([CH2:15][CH2:16][CH2:17][O:18][CH3:19])[C:13]=1[CH3:14])[C:5]([NH:7][CH:8]1[CH2:10][CH2:9]1)=[O:6]. The catalyst class is: 11. Reactant: [Br:1][C:2]1[CH:3]=[C:4]([CH:11]=[C:12](/[CH:15]=[CH:16]/[CH2:17][O:18][CH3:19])[C:13]=1[CH3:14])[C:5]([NH:7][CH:8]1[CH2:10][CH2:9]1)=[O:6]. (2) Reactant: [CH3:1][C:2]1[CH:7]=[CH:6][C:5](B(O)O)=[CH:4][C:3]=1[NH:11][C:12](=[O:27])[C:13]1[CH:18]=[CH:17][C:16]([O:19][CH2:20][C:21]2[CH:26]=[CH:25][CH:24]=[CH:23][N:22]=2)=[CH:15][CH:14]=1.C([O-])([O-])=O.[Cs+].[Cs+].Br[C:35]1[N:36]=[CH:37][NH:38][CH:39]=1. Product: [NH:36]1[CH:35]=[C:39]([C:5]2[CH:6]=[CH:7][C:2]([CH3:1])=[C:3]([NH:11][C:12](=[O:27])[C:13]3[CH:18]=[CH:17][C:16]([O:19][CH2:20][C:21]4[CH:26]=[CH:25][CH:24]=[CH:23][N:22]=4)=[CH:15][CH:14]=3)[CH:4]=2)[N:38]=[CH:37]1. The catalyst class is: 73. (3) Reactant: [F:1][CH:2]([F:22])[CH2:3][O:4][C@H:5]1[CH2:9][N:8](C(OCC2C=CC=CC=2)=O)[CH:7]([CH2:20][OH:21])[CH2:6]1.[H][H]. Product: [F:22][CH:2]([F:1])[CH2:3][O:4][C@H:5]1[CH2:9][NH:8][CH:7]([CH2:20][OH:21])[CH2:6]1. The catalyst class is: 19. (4) Reactant: [CH3:1][C:2]1[CH:18]=[CH:17][C:5]([C:6]([NH:8][NH:9][C:10](=[O:16])[C:11]([O:13][CH2:14][CH3:15])=[O:12])=O)=[CH:4][CH:3]=1.N1C=CC=CC=1.S(Cl)(Cl)=O. Product: [C:2]1([CH3:1])[CH:18]=[CH:17][C:5]([C:6]2[O:16][C:10]([C:11]([O:13][CH2:14][CH3:15])=[O:12])=[N:9][N:8]=2)=[CH:4][CH:3]=1. The catalyst class is: 11. (5) Reactant: [Br:1][C:2]1[CH:3]=[C:4]([N+:9]([O-:11])=[O:10])[C:5](Cl)=[N:6][CH:7]=1.[C:12]([O:16][CH2:17][CH3:18])(=[O:15])[CH2:13][OH:14].CN(C=O)C.[H-].[Na+]. Product: [Br:1][C:2]1[CH:3]=[C:4]([N+:9]([O-:11])=[O:10])[C:5]([O:14][CH2:13][C:12]([O:16][CH2:17][CH3:18])=[O:15])=[N:6][CH:7]=1. The catalyst class is: 90. (6) Reactant: [NH2:1][CH:2]([CH2:12][C:13]1[CH:18]=[CH:17][CH:16]=[C:15]([O:19][CH2:20][C:21]([CH3:24])([CH3:23])[CH3:22])[CH:14]=1)[CH:3]([C:5]1[CH:10]=[CH:9][CH:8]=[C:7]([Cl:11])[CH:6]=1)[OH:4].[C:25]1([C:36](O)=[O:37])[CH:26]=[CH:27][CH:28]=[C:29]2[CH2:35][CH2:34][CH2:33][CH:32]=[CH:31][C:30]=12.O.ON1C2C=CC=CC=2N=N1.Cl.C(N=C=NCCCN(C)C)C. Product: [CH2:20]([O:19][C:15]1[CH:14]=[C:13]([CH:18]=[CH:17][CH:16]=1)[CH2:12][CH:2]([NH:1][C:36]([C:25]1[CH:26]=[CH:27][CH:28]=[C:29]2[CH2:35][CH2:34][CH2:33][CH:32]=[CH:31][C:30]=12)=[O:37])[CH:3]([C:5]1[CH:10]=[CH:9][CH:8]=[C:7]([Cl:11])[CH:6]=1)[OH:4])[C:21]([CH3:24])([CH3:23])[CH3:22]. The catalyst class is: 42. (7) Reactant: [Br:1][CH2:2][C:3]1[CH:8]=[CH:7][C:6]([S:9](Cl)(=[O:11])=[O:10])=[CH:5][CH:4]=1.CCN(CC)CC.[CH3:20][O:21][C:22]1[CH:38]=[CH:37][C:25]([CH2:26][NH:27][CH2:28][C:29]2[CH:34]=[CH:33][C:32]([O:35][CH3:36])=[CH:31][CH:30]=2)=[CH:24][CH:23]=1. Product: [Br:1][CH2:2][C:3]1[CH:8]=[CH:7][C:6]([S:9]([N:27]([CH2:26][C:25]2[CH:24]=[CH:23][C:22]([O:21][CH3:20])=[CH:38][CH:37]=2)[CH2:28][C:29]2[CH:30]=[CH:31][C:32]([O:35][CH3:36])=[CH:33][CH:34]=2)(=[O:11])=[O:10])=[CH:5][CH:4]=1. The catalyst class is: 34. (8) Reactant: O[Li].O.C[O:5][C:6](=[O:25])[C:7]1[CH:12]=[C:11]([N:13]2[CH:17]=[N:16][N:15]=[N:14]2)[CH:10]=[C:9]([C:18]2[CH:23]=[CH:22][C:21]([CH3:24])=[CH:20][N:19]=2)[CH:8]=1. Product: [CH3:24][C:21]1[CH:22]=[CH:23][C:18]([C:9]2[CH:8]=[C:7]([CH:12]=[C:11]([N:13]3[CH:17]=[N:16][N:15]=[N:14]3)[CH:10]=2)[C:6]([OH:25])=[O:5])=[N:19][CH:20]=1. The catalyst class is: 90. (9) Reactant: [CH:1]([C:4]1[CH:5]=[C:6]([NH:10][C:11]([C:13]2[CH:14]=[C:15]([N:19]3[CH2:28][C:27]4[CH:26]=[N:25][CH:24]=[C:23]([C:29]([OH:31])=O)[C:22]=4[CH2:21][CH2:20]3)[CH:16]=[CH:17][CH:18]=2)=[O:12])[CH:7]=[CH:8][CH:9]=1)([CH3:3])[CH3:2].C(N(CC)C(C)C)(C)C.CCCP(=O)=O.Cl.[CH3:48][O:49][C:50](=[O:53])[CH2:51][NH2:52]. Product: [CH:1]([C:4]1[CH:5]=[C:6]([NH:10][C:11]([C:13]2[CH:14]=[C:15]([N:19]3[CH2:28][C:27]4[CH:26]=[N:25][CH:24]=[C:23]([C:29]([NH:52][CH2:51][C:50]([O:49][CH3:48])=[O:53])=[O:31])[C:22]=4[CH2:21][CH2:20]3)[CH:16]=[CH:17][CH:18]=2)=[O:12])[CH:7]=[CH:8][CH:9]=1)([CH3:2])[CH3:3]. The catalyst class is: 864. (10) Reactant: [CH3:1][C@@H:2]1[CH2:6][CH2:5][CH2:4][N:3]1[CH2:7][CH2:8][CH2:9][O:10][C:11]1[CH:16]=[CH:15][C:14]([N:17]2[CH:21]=[C:20]([C:22]([NH2:24])=O)[CH:19]=[N:18]2)=[CH:13][CH:12]=1.S(Cl)(Cl)=O.O.C(=O)(O)[O-].[Na+]. Product: [CH3:1][C@@H:2]1[CH2:6][CH2:5][CH2:4][N:3]1[CH2:7][CH2:8][CH2:9][O:10][C:11]1[CH:16]=[CH:15][C:14]([N:17]2[CH:21]=[C:20]([C:22]#[N:24])[CH:19]=[N:18]2)=[CH:13][CH:12]=1. The catalyst class is: 9.